This data is from Full USPTO retrosynthesis dataset with 1.9M reactions from patents (1976-2016). The task is: Predict the reactants needed to synthesize the given product. Given the product [CH3:44][O:45][C:46]1[CH:47]=[C:48]([N:55]2[N:56]=[CH:57][CH:58]=[N:59]2)[C:49]([C:34]([N:36]2[CH2:37][CH:38]3[CH:42]([CH2:41][N:40]([C:5]4[N:1]=[C:11]([CH3:10])[C:6]([CH3:7])=[C:3]([CH3:63])[N:4]=4)[CH2:39]3)[CH2:43]2)=[O:35])=[N:50][CH:51]=1, predict the reactants needed to synthesize it. The reactants are: [N:1]1N=[C:3]([C:6]2[CH:11]=[CH:10]C=C[C:7]=2C(N2CC3CN(C(OC(C)(C)C)=O)CC3C2)=O)[NH:4][CH:5]=1.C(O[C:34]([N:36]1[CH2:43][CH:42]2[CH:38]([CH2:39][NH:40][CH2:41]2)[CH2:37]1)=[O:35])(C)(C)C.[CH3:44][O:45][C:46]1[CH:47]=[C:48]([N:55]2[N:59]=[CH:58][CH:57]=[N:56]2)[C:49](C([O-])=O)=[N:50][CH:51]=1.[Na+].N1N=[C:63](C2C=CC=CC=2C(O)=O)NC=1.